Task: Predict the reactants needed to synthesize the given product.. Dataset: Full USPTO retrosynthesis dataset with 1.9M reactions from patents (1976-2016) Given the product [C:23]([C:25]1[CH:26]=[C:27]([S:31]([N:12]2[C:8]([C:7]3[C:2]([F:1])=[N:3][CH:4]=[CH:5][CH:6]=3)=[CH:9][C:10]([CH2:13][N:14]([CH3:22])[C:15](=[O:21])[O:16][C:17]([CH3:18])([CH3:19])[CH3:20])=[CH:11]2)(=[O:33])=[O:32])[CH:28]=[CH:29][CH:30]=1)#[N:24], predict the reactants needed to synthesize it. The reactants are: [F:1][C:2]1[C:7]([C:8]2[NH:12][CH:11]=[C:10]([CH2:13][N:14]([CH3:22])[C:15](=[O:21])[O:16][C:17]([CH3:20])([CH3:19])[CH3:18])[CH:9]=2)=[CH:6][CH:5]=[CH:4][N:3]=1.[C:23]([C:25]1[CH:26]=[C:27]([S:31](Cl)(=[O:33])=[O:32])[CH:28]=[CH:29][CH:30]=1)#[N:24].